Dataset: Full USPTO retrosynthesis dataset with 1.9M reactions from patents (1976-2016). Task: Predict the reactants needed to synthesize the given product. Given the product [O:9]1[C:8]2[CH:10]=[CH:11][CH:12]=[CH:13][C:7]=2[O:6][CH2:5][CH:4]1[CH2:3][CH2:1][NH2:2], predict the reactants needed to synthesize it. The reactants are: [C:1]([CH2:3][CH:4]1[O:9][C:8]2[CH:10]=[CH:11][CH:12]=[CH:13][C:7]=2[O:6][CH2:5]1)#[N:2].Cl.